Dataset: Catalyst prediction with 721,799 reactions and 888 catalyst types from USPTO. Task: Predict which catalyst facilitates the given reaction. (1) Reactant: [CH3:1][C:2]1[S:6][C:5]([CH:7]=O)=[CH:4][CH:3]=1.Cl.[NH2:10][OH:11].C([O-])(=O)C.[Na+]. Product: [CH3:1][C:2]1[S:6][C:5]([CH:7]=[N:10][OH:11])=[CH:4][CH:3]=1. The catalyst class is: 88. (2) Reactant: [CH2:1]([N:8]([CH2:26][C:27]1[CH:32]=[CH:31][C:30]([NH:33][C:34]([NH:36][C:37]2[CH:42]=[CH:41][CH:40]=[CH:39][CH:38]=2)=[O:35])=[CH:29][CH:28]=1)[CH2:9][C:10]1[CH:15]=[CH:14][C:13]([NH:16][C:17]([NH:19][C:20]2[CH:25]=[CH:24][CH:23]=[CH:22][CH:21]=2)=[O:18])=[CH:12][CH:11]=1)[C:2]1[CH:7]=[CH:6][CH:5]=[CH:4][CH:3]=1.[CH3:43][S:44]([OH:47])(=[O:46])=[O:45]. Product: [CH3:43][S:44]([O-:47])(=[O:46])=[O:45].[CH2:1]([NH+:8]([CH2:26][C:27]1[CH:28]=[CH:29][C:30]([NH:33][C:34]([NH:36][C:37]2[CH:38]=[CH:39][CH:40]=[CH:41][CH:42]=2)=[O:35])=[CH:31][CH:32]=1)[CH2:9][C:10]1[CH:11]=[CH:12][C:13]([NH:16][C:17]([NH:19][C:20]2[CH:25]=[CH:24][CH:23]=[CH:22][CH:21]=2)=[O:18])=[CH:14][CH:15]=1)[C:2]1[CH:7]=[CH:6][CH:5]=[CH:4][CH:3]=1. The catalyst class is: 27. (3) Reactant: I[C:2]1[CH:7]=[CH:6][C:5]([CH:8]2[C:17]([C:18]3[CH:23]=[CH:22][CH:21]=[C:20]([O:24][CH:25]4[CH2:30][CH2:29][CH2:28][CH2:27][O:26]4)[CH:19]=3)=[C:16]([CH3:31])[C:15]3[C:10](=[CH:11][CH:12]=[C:13]([O:32][CH:33]4[CH2:38][CH2:37][CH2:36][CH2:35][O:34]4)[CH:14]=3)[O:9]2)=[CH:4][CH:3]=1.[CH3:39][CH:40]1[CH2:43][N:42]([CH2:44][CH2:45][OH:46])[CH2:41]1.C([O-])([O-])=O.[K+].[K+].C(#N)CCC. Product: [CH3:39][CH:40]1[CH2:43][N:42]([CH2:44][CH2:45][O:46][C:2]2[CH:7]=[CH:6][C:5]([CH:8]3[C:17]([C:18]4[CH:23]=[CH:22][CH:21]=[C:20]([O:24][CH:25]5[CH2:30][CH2:29][CH2:28][CH2:27][O:26]5)[CH:19]=4)=[C:16]([CH3:31])[C:15]4[C:10](=[CH:11][CH:12]=[C:13]([O:32][CH:33]5[CH2:38][CH2:37][CH2:36][CH2:35][O:34]5)[CH:14]=4)[O:9]3)=[CH:4][CH:3]=2)[CH2:41]1. The catalyst class is: 205.